From a dataset of Reaction yield outcomes from USPTO patents with 853,638 reactions. Predict the reaction yield, written as a fraction of the theoretical maximum amount of product (1.0 means a 100% yield; for example, 0.34 means a 34% yield). The catalyst is CN(C)C=O.CN(C)C(=O)C. The yield is 0.750. The reactants are [CH2:1]([N:3]1[C:7]([C:8]([OH:10])=O)=[CH:6][CH:5]=[N:4]1)[CH3:2].O1CCCC1.C(Cl)(=O)C(Cl)=O.[NH2:22][C:23]1[CH:24]=[C:25]([CH:42]=[CH:43][C:44]=1[CH3:45])[O:26][C:27]1[CH:28]=[CH:29][C:30]2[N:31]([CH:33]=[C:34]([NH:36][C:37]([CH:39]3[CH2:41][CH2:40]3)=[O:38])[N:35]=2)[N:32]=1. The product is [CH:39]1([C:37]([NH:36][C:34]2[N:35]=[C:30]3[CH:29]=[CH:28][C:27]([O:26][C:25]4[CH:42]=[CH:43][C:44]([CH3:45])=[C:23]([NH:22][C:8]([C:7]5[N:3]([CH2:1][CH3:2])[N:4]=[CH:5][CH:6]=5)=[O:10])[CH:24]=4)=[N:32][N:31]3[CH:33]=2)=[O:38])[CH2:40][CH2:41]1.